This data is from Reaction yield outcomes from USPTO patents with 853,638 reactions. The task is: Predict the reaction yield, written as a fraction of the theoretical maximum amount of product (1.0 means a 100% yield; for example, 0.34 means a 34% yield). (1) The reactants are [N:1]1[CH:6]=[CH:5][CH:4]=[C:3]([NH:7][C:8]([N:10]2[CH2:13][CH:12]([O:14][C:15]3[CH:20]=[CH:19][C:18]([C:21]4[CH:26]=[CH:25][CH:24]=[C:23]([O:27][CH2:28][CH2:29][O:30]CC5C=CC=CC=5)[CH:22]=4)=[CH:17][N:16]=3)[CH2:11]2)=[O:9])[N:2]=1.B(Br)(Br)Br. The catalyst is ClCCl. The product is [N:1]1[CH:6]=[CH:5][CH:4]=[C:3]([NH:7][C:8]([N:10]2[CH2:13][CH:12]([O:14][C:15]3[CH:20]=[CH:19][C:18]([C:21]4[CH:26]=[CH:25][CH:24]=[C:23]([O:27][CH2:28][CH2:29][OH:30])[CH:22]=4)=[CH:17][N:16]=3)[CH2:11]2)=[O:9])[N:2]=1. The yield is 0.0500. (2) The reactants are [F:1][C:2]1[CH:7]=[CH:6][CH:5]=[C:4]([F:8])[C:3]=1[N:9]1[C:14]2[N:15]=[C:16](S(C)=O)[N:17]=[C:18]([C:19]3[CH:20]=[C:21]([CH:32]=[CH:33][C:34]=3[CH3:35])[C:22]([NH:24][C:25]3[CH:30]=[CH:29][C:28]([F:31])=[CH:27][CH:26]=3)=[O:23])[C:13]=2[CH2:12][NH:11][C:10]1=[O:39].[CH3:40][N:41]([CH3:46])[CH2:42][CH2:43][CH2:44][NH2:45]. The catalyst is C1COCC1. The product is [F:1][C:2]1[CH:7]=[CH:6][CH:5]=[C:4]([F:8])[C:3]=1[N:9]1[C:14]2[N:15]=[C:16]([NH:45][CH2:44][CH2:43][CH2:42][N:41]([CH3:46])[CH3:40])[N:17]=[C:18]([C:19]3[CH:20]=[C:21]([CH:32]=[CH:33][C:34]=3[CH3:35])[C:22]([NH:24][C:25]3[CH:30]=[CH:29][C:28]([F:31])=[CH:27][CH:26]=3)=[O:23])[C:13]=2[CH2:12][NH:11][C:10]1=[O:39]. The yield is 0.840. (3) The reactants are [CH3:1][N:2]1[C:6]([NH2:7])=[CH:5][C:4]([CH:8]2[CH2:13][CH2:12][CH2:11][CH2:10][NH:9]2)=[N:3]1.[CH:14]([O:16][CH2:17][C:18]1[CH:23]=[CH:22][CH:21]=[CH:20][CH:19]=1)=[O:15].C(O)C.C1(=O)CCCCC1. The catalyst is C(OCC)(=O)C. The product is [CH3:1][N:2]1[C:6]([NH2:7])=[C:5]([C:18]2[CH2:23][CH2:22][CH2:21][CH2:20][CH:19]=2)[C:4]([CH:8]2[CH2:13][CH2:12][CH2:11][CH2:10][NH:9]2)=[N:3]1.[CH:14]([O:16][CH2:17][C:18]1[CH:23]=[CH:22][CH:21]=[CH:20][CH:19]=1)=[O:15]. The yield is 0.544.